The task is: Predict the product of the given reaction.. This data is from Forward reaction prediction with 1.9M reactions from USPTO patents (1976-2016). (1) Given the reactants [NH2:1][C:2]1[C:3]([C:14]2[CH:40]=[CH:39][C:17]([C:18]([NH:20][C@@H:21]([C:31]3[CH:36]=[C:35]([F:37])[CH:34]=[C:33]([Br:38])[CH:32]=3)[CH2:22][NH:23]C(=O)OC(C)(C)C)=[O:19])=[C:16]([F:41])[CH:15]=2)=[N:4][C:5]([CH:8]2[CH2:13][CH2:12][O:11][CH2:10][CH2:9]2)=[CH:6][N:7]=1.[C:42]([OH:48])([C:44]([F:47])([F:46])[F:45])=[O:43], predict the reaction product. The product is: [NH2:23][CH2:22][C@@H:21]([NH:20][C:18](=[O:19])[C:17]1[CH:39]=[CH:40][C:14]([C:3]2[C:2]([NH2:1])=[N:7][CH:6]=[C:5]([CH:8]3[CH2:9][CH2:10][O:11][CH2:12][CH2:13]3)[N:4]=2)=[CH:15][C:16]=1[F:41])[C:31]1[CH:36]=[C:35]([F:37])[CH:34]=[C:33]([Br:38])[CH:32]=1.[C:42]([OH:48])([C:44]([F:47])([F:46])[F:45])=[O:43]. (2) Given the reactants [F:1][C:2]1[CH:7]=[CH:6][C:5]([C:8]2[C:12]([CH2:13][N:14]([CH3:21])[CH2:15][CH:16](OC)[O:17]C)=[CH:11][NH:10][N:9]=2)=[CH:4][CH:3]=1.[ClH:22], predict the reaction product. The product is: [ClH:22].[F:1][C:2]1[CH:3]=[CH:4][C:5]([C:8]2[C:12]([CH2:13][N:14]([CH3:21])[CH2:15][CH:16]=[O:17])=[CH:11][NH:10][N:9]=2)=[CH:6][CH:7]=1. (3) Given the reactants [CH3:1][O:2][C:3]1[CH:8]=[CH:7][C:6]([CH2:9][C:10]([OH:12])=O)=[CH:5][C:4]=1[CH3:13].[Cl:14][C:15]1[CH:20]=[CH:19][C:18]([CH:21]([C:23]2[CH:28]=[CH:27][CH:26]=[CH:25][CH:24]=2)[NH2:22])=[C:17]([CH3:29])[CH:16]=1, predict the reaction product. The product is: [Cl:14][C:15]1[CH:20]=[CH:19][C:18]([CH:21]([C:23]2[CH:24]=[CH:25][CH:26]=[CH:27][CH:28]=2)[NH:22][C:10](=[O:12])[CH2:9][C:6]2[CH:7]=[CH:8][C:3]([O:2][CH3:1])=[C:4]([CH3:13])[CH:5]=2)=[C:17]([CH3:29])[CH:16]=1. (4) Given the reactants [Cl-].[CH3:2][O:3][CH2:4][P+](C1C=CC=CC=1)(C1C=CC=CC=1)C1C=CC=CC=1.CC(C)([O-])C.[K+].[Cl:30][C:31]1[C:36]([CH:37]=O)=[C:35]([O:39][CH3:40])[CH:34]=[CH:33][N:32]=1.O, predict the reaction product. The product is: [Cl:30][C:31]1[C:36]([CH:37]=[CH:2][O:3][CH3:4])=[C:35]([O:39][CH3:40])[CH:34]=[CH:33][N:32]=1. (5) The product is: [CH:3]1([NH:9][C:10]([NH:12][CH2:13][CH2:14][CH2:15][CH2:16][N:17]2[C:25]3[C:24]([CH3:26])=[C:23]([CH3:27])[N:22]4[N:28]=[N:29][N:30]=[C:21]4[C:20]=3[N:19]=[C:18]2[CH2:31][O:32][N:33]=[C:34]([CH3:45])[CH3:35])=[O:11])[CH2:4][CH2:5][CH2:6][CH2:7][CH2:8]1. Given the reactants NN.[CH:3]1([NH:9][C:10]([NH:12][CH2:13][CH2:14][CH2:15][CH2:16][N:17]2[C:25]3[C:24]([CH3:26])=[C:23]([CH3:27])[N:22]4[N:28]=[N:29][N:30]=[C:21]4[C:20]=3[N:19]=[C:18]2[CH2:31][O:32][N:33]2C(=O)C3[C:35](=CC=CC=3)[C:34]2=O)=[O:11])[CH2:8][CH2:7][CH2:6][CH2:5][CH2:4]1.Cl[CH2:45]Cl, predict the reaction product. (6) Given the reactants [Cl:1][CH2:2][C:3]1[CH:8]=[CH:7][N:6]=[C:5]([N:9](S(C)(=O)=O)[S:10]([CH3:13])(=[O:12])=[O:11])[CH:4]=1.[OH-].[Na+].Cl, predict the reaction product. The product is: [Cl:1][CH2:2][C:3]1[CH:8]=[CH:7][N:6]=[C:5]([NH:9][S:10]([CH3:13])(=[O:11])=[O:12])[CH:4]=1. (7) The product is: [CH3:24][C:14]1[CH:13]=[C:12]([O:11][CH2:10]/[CH:9]=[C:8](\[C:5]2[CH:4]=[CH:3][C:2]([C:42]#[C:41][CH2:40][N:43]3[CH:47]=[CH:46][CH:45]=[N:44]3)=[CH:7][CH:6]=2)/[C:25]2[CH:26]=[CH:27][C:28]([C:31]([F:32])([F:34])[F:33])=[CH:29][CH:30]=2)[CH:23]=[CH:22][C:15]=1[O:16][CH2:17][C:18]([O:20][CH3:21])=[O:19]. Given the reactants I[C:2]1[CH:7]=[CH:6][C:5](/[C:8](/[C:25]2[CH:30]=[CH:29][C:28]([C:31]([F:34])([F:33])[F:32])=[CH:27][CH:26]=2)=[CH:9]\[CH2:10][O:11][C:12]2[CH:23]=[CH:22][C:15]([O:16][CH2:17][C:18]([O:20][CH3:21])=[O:19])=[C:14]([CH3:24])[CH:13]=2)=[CH:4][CH:3]=1.O1CCCC1.[CH2:40]([N:43]1[CH:47]=[CH:46][CH:45]=[N:44]1)[C:41]#[CH:42], predict the reaction product. (8) Given the reactants [C:1]1([C@@H:7]([CH:9]2[CH2:14][CH2:13][O:12][CH2:11][CH2:10]2)O)[CH:6]=[CH:5][CH:4]=[CH:3][CH:2]=1.[CH3:15][N:16]1[C:20]([C:21]2[CH:33]=[N:32][C:31]3[C:30]4[C:29]([F:34])=[CH:28][C:27]([C:35]([O:37][CH3:38])=[O:36])=[CH:26][C:25]=4[NH:24][C:23]=3[CH:22]=2)=[C:19]([CH3:39])[N:18]=[N:17]1.C1(P(C2C=CC=CC=2)C2C=CC=CC=2)C=CC=CC=1.CC(OC(/N=N/C(OC(C)C)=O)=O)C, predict the reaction product. The product is: [CH3:15][N:16]1[C:20]([C:21]2[CH:33]=[N:32][C:31]3[C:30]4[C:29]([F:34])=[CH:28][C:27]([C:35]([O:37][CH3:38])=[O:36])=[CH:26][C:25]=4[N:24]([C@H:7]([C:1]4[CH:6]=[CH:5][CH:4]=[CH:3][CH:2]=4)[CH:9]4[CH2:14][CH2:13][O:12][CH2:11][CH2:10]4)[C:23]=3[CH:22]=2)=[C:19]([CH3:39])[N:18]=[N:17]1. (9) The product is: [OH:33][C@@H:31]([C:34]1[CH:42]=[CH:41][C:37]([C:38]([NH2:40])=[O:39])=[CH:36][C:35]=1[O:43][C:44]1[CH:45]=[CH:46][C:47]([O:50][CH2:51][CH2:52][O:53][CH:54]2[CH2:59][CH2:58][O:57][CH2:56][CH2:55]2)=[CH:48][CH:49]=1)[CH3:32]. Given the reactants C1(C2(C3C=CC=CC=3)OB(C)N3CCC[C@@H]23)C=CC=CC=1.O1CCCC1.CSC.B.[C:31]([C:34]1[CH:42]=[CH:41][C:37]([C:38]([NH2:40])=[O:39])=[CH:36][C:35]=1[O:43][C:44]1[CH:49]=[CH:48][C:47]([O:50][CH2:51][CH2:52][O:53][CH:54]2[CH2:59][CH2:58][O:57][CH2:56][CH2:55]2)=[CH:46][CH:45]=1)(=[O:33])[CH3:32].CO, predict the reaction product. (10) Given the reactants Br[C:2]1[CH:11]=[CH:10][C:9]([Cl:12])=[CH:8][C:3]=1[C:4]([O:6][CH3:7])=[O:5].[Cu](C#N)[C:14]#[N:15].C1(C)C=CC=CC=1.[NH4+].[Cl-], predict the reaction product. The product is: [CH3:7][O:6][C:4](=[O:5])[C:3]1[CH:8]=[C:9]([Cl:12])[CH:10]=[CH:11][C:2]=1[C:14]#[N:15].